From a dataset of Peptide-MHC class II binding affinity with 134,281 pairs from IEDB. Regression. Given a peptide amino acid sequence and an MHC pseudo amino acid sequence, predict their binding affinity value. This is MHC class II binding data. (1) The peptide sequence is MGDVVQALTSLGLLY. The MHC is DRB1_0101 with pseudo-sequence DRB1_0101. The binding affinity (normalized) is 0.712. (2) The peptide sequence is KSSKPLVGPFNFRFMSKGGM. The MHC is HLA-DQA10101-DQB10501 with pseudo-sequence HLA-DQA10101-DQB10501. The binding affinity (normalized) is 0.175.